This data is from Full USPTO retrosynthesis dataset with 1.9M reactions from patents (1976-2016). The task is: Predict the reactants needed to synthesize the given product. (1) Given the product [ClH:17].[NH:8]1[CH2:9][CH2:10][O:11][CH:12]([C:14]([OH:16])=[O:15])[CH2:13]1, predict the reactants needed to synthesize it. The reactants are: CC(OC([N:8]1[CH2:13][CH:12]([C:14]([OH:16])=[O:15])[O:11][CH2:10][CH2:9]1)=O)(C)C.[ClH:17]. (2) Given the product [N:14]1[CH:15]=[CH:16][CH:17]=[CH:18][C:13]=1[N:11]1[CH:12]=[C:8]([NH2:7])[CH:9]=[N:10]1, predict the reactants needed to synthesize it. The reactants are: C(OC(=O)[NH:7][C:8]1[CH:9]=[N:10][N:11]([C:13]2[CH:18]=[CH:17][CH:16]=[CH:15][N:14]=2)[CH:12]=1)(C)(C)C.Cl.[OH-].[Na+]. (3) The reactants are: [CH:1]12[NH:8][CH:5]([CH2:6][CH2:7]1)[CH2:4][CH:3]([N:9]1[CH2:14][CH2:13][C:12]3([C:23]4[C:18](=[CH:19][CH:20]=[CH:21][CH:22]=4)[CH2:17][N:16]([C:24]([O:26][C:27]([CH3:30])([CH3:29])[CH3:28])=[O:25])[CH2:15]3)[CH2:11][CH2:10]1)[CH2:2]2.[C:31](Cl)(=[O:38])[O:32][C@@H:33]1[CH2:37][CH2:36][O:35][CH2:34]1.C(N(CC)CC)C.Cl. Given the product [O:35]1[CH2:36][CH2:37][C@@H:33]([O:32][C:31]([N:8]2[CH:1]3[CH2:7][CH2:6][CH:5]2[CH2:4][CH:3]([N:9]2[CH2:10][CH2:11][C:12]4([C:23]5[C:18](=[CH:19][CH:20]=[CH:21][CH:22]=5)[CH2:17][N:16]([C:24]([O:26][C:27]([CH3:30])([CH3:29])[CH3:28])=[O:25])[CH2:15]4)[CH2:13][CH2:14]2)[CH2:2]3)=[O:38])[CH2:34]1, predict the reactants needed to synthesize it. (4) Given the product [O:33]=[C:24]1[N:23]([C:21]2[CH:22]=[C:17]3[CH2:16][CH2:15][CH2:14][CH2:13][C:12](=[O:11])[C:18]3=[N:19][CH:20]=2)[CH2:27][C@H:26]([CH2:28][NH:29][C:30](=[O:32])[CH3:31])[O:25]1, predict the reactants needed to synthesize it. The reactants are: C(Cl)(=O)C(Cl)=O.CS(C)=O.[OH:11][CH:12]1[C:18]2=[N:19][CH:20]=[C:21]([N:23]3[CH2:27][C@H:26]([CH2:28][NH:29][C:30](=[O:32])[CH3:31])[O:25][C:24]3=[O:33])[CH:22]=[C:17]2[CH2:16][CH2:15][CH2:14][CH2:13]1.C(N(CC)CC)C. (5) Given the product [F:10][C:11]1[CH:16]=[CH:15][C:14]([N:17]2[CH2:22][CH2:21][O:20][CH2:19][CH2:18]2)=[CH:13][C:12]=1[CH:23]1[C:32]([CH3:33])([CH3:34])[CH2:31][C:30]2[C:25](=[CH:26][CH:27]=[C:28]([C:35]([NH:7][S:4]([CH:1]3[CH2:3][CH2:2]3)(=[O:6])=[O:5])=[O:36])[CH:29]=2)[NH:24]1, predict the reactants needed to synthesize it. The reactants are: [CH:1]1([S:4]([NH2:7])(=[O:6])=[O:5])[CH2:3][CH2:2]1.[H-].[Na+].[F:10][C:11]1[CH:16]=[CH:15][C:14]([N:17]2[CH2:22][CH2:21][O:20][CH2:19][CH2:18]2)=[CH:13][C:12]=1[CH:23]1[C:32]([CH3:34])([CH3:33])[CH2:31][C:30]2[C:25](=[CH:26][CH:27]=[C:28]([C:35](O)=[O:36])[CH:29]=2)[NH:24]1.C(N1C=CN=C1)(N1C=CN=C1)=O. (6) Given the product [CH3:1][N:2]1[CH:6]=[C:5]([N:7]2[CH:25]=[CH:23][C:22](=[O:24])[C:9]([C:10]([C:12]3[CH:13]=[C:14]4[C:19](=[CH:20][CH:21]=3)[N:18]=[CH:17][CH:16]=[CH:15]4)=[O:11])=[N:8]2)[CH:4]=[N:3]1, predict the reactants needed to synthesize it. The reactants are: [CH3:1][N:2]1[CH:6]=[C:5](/[N:7]=[N:8]/[CH:9]([C:22](=[O:24])[CH3:23])[C:10]([C:12]2[CH:13]=[C:14]3[C:19](=[CH:20][CH:21]=2)[N:18]=[CH:17][CH:16]=[CH:15]3)=[O:11])[CH:4]=[N:3]1.[CH3:25]N(C(OC)OC)C. (7) Given the product [C:1]1([C:7]2[CH:12]=[CH:11][C:10]([O:13][C:14](=[O:33])[N:15]([CH3:32])[C@H:16]3[C:19](=[O:20])[NH:18][C:17]3([CH3:30])[CH3:31])=[CH:9][CH:8]=2)[CH:2]=[CH:3][CH:4]=[CH:5][CH:6]=1, predict the reactants needed to synthesize it. The reactants are: [C:1]1([C:7]2[CH:12]=[CH:11][C:10]([O:13][C:14](=[O:33])[N:15]([CH3:32])[C@H:16]3[C:19](=[O:20])[N:18](C([Si](C)(C)C)[Si](C)(C)C)[C:17]3([CH3:31])[CH3:30])=[CH:9][CH:8]=2)[CH:6]=[CH:5][CH:4]=[CH:3][CH:2]=1.O=[N+]([O-])[O-].[O-][N+](=O)[O-].[O-][N+](=O)[O-].[O-][N+](=O)[O-].[O-][N+](=O)[O-].[O-][N+](=O)[O-].[Ce+4].[NH4+].[NH4+].CC(C)=O.C([O-])(O)=O.[Na+]. (8) Given the product [Br:1][C:2]1[CH:6]=[CH:5][S:4][C:3]=1[CH2:7][N:39]1[CH2:40][CH2:41][CH:36]([O:35][CH2:34][C:11]2[N:12]=[CH:13][NH:14][C:10]=2[CH3:9])[CH2:37][CH2:38]1, predict the reactants needed to synthesize it. The reactants are: [Br:1][C:2]1[CH:6]=[CH:5][S:4][C:3]=1[CH:7]=O.[CH3:9][C:10]1[N:14](C(C2C=CC=CC=2)(C2C=CC=CC=2)C2C=CC=CC=2)[CH:13]=[N:12][C:11]=1[CH2:34][O:35][CH:36]1[CH2:41][CH2:40][NH:39][CH2:38][CH2:37]1. (9) Given the product [Cl:1][C:2]1[CH:11]=[N:10][C:9]2[N:8]3[CH:12]=[N:13][N:14]=[C:7]3[C:6]([N:20]3[CH2:21][CH2:22][N:17]([CH3:16])[CH2:18][CH2:19]3)=[N:5][C:4]=2[CH:3]=1, predict the reactants needed to synthesize it. The reactants are: [Cl:1][C:2]1[CH:11]=[N:10][C:9]2[N:8]3[CH:12]=[N:13][N:14]=[C:7]3[C:6](Cl)=[N:5][C:4]=2[CH:3]=1.[CH3:16][N:17]1[CH2:22][CH2:21][NH:20][CH2:19][CH2:18]1.O. (10) Given the product [Cl:1][C:2]1[CH:7]=[CH:6][C:5]([NH:8][C:9]([CH:11]2[CH2:16][CH:15]([N:17]([CH3:19])[CH3:18])[CH2:14][NH:13][CH2:12]2)=[O:10])=[CH:4][CH:3]=1, predict the reactants needed to synthesize it. The reactants are: [Cl:1][C:2]1[CH:7]=[CH:6][C:5]([NH:8][C:9]([CH:11]2[CH2:16][CH:15]([N:17]([CH3:19])[CH3:18])[CH2:14][N:13](C(OC(C)(C)C)=O)[CH2:12]2)=[O:10])=[CH:4][CH:3]=1.FC(F)(F)C(O)=O.